This data is from Full USPTO retrosynthesis dataset with 1.9M reactions from patents (1976-2016). The task is: Predict the reactants needed to synthesize the given product. (1) Given the product [F:24][C:23]1[C:2]([C:26]#[C:25][C:27]2[CH:32]=[CH:31][C:30]([C:33]([F:34])([F:35])[F:36])=[CH:29][CH:28]=2)=[N:3][CH:4]=[C:5]([CH:22]=1)[C:6]([NH:8][S:9]([C:12]1[CH:17]=[CH:16][CH:15]=[CH:14][C:13]=1[S:18](=[O:21])(=[O:20])[NH2:19])(=[O:11])=[O:10])=[O:7], predict the reactants needed to synthesize it. The reactants are: Cl[C:2]1[C:23]([F:24])=[CH:22][C:5]([C:6]([NH:8][S:9]([C:12]2[CH:17]=[CH:16][CH:15]=[CH:14][C:13]=2[S:18](=[O:21])(=[O:20])[NH2:19])(=[O:11])=[O:10])=[O:7])=[CH:4][N:3]=1.[C:25]([C:27]1[CH:32]=[CH:31][C:30]([C:33]([F:36])([F:35])[F:34])=[CH:29][CH:28]=1)#[CH:26]. (2) Given the product [Br:19][C:9]1[N:6]2[N:7]=[CH:8][C:3]([C:2]([F:1])([F:12])[F:13])=[N:4][C:5]2=[N:11][CH:10]=1, predict the reactants needed to synthesize it. The reactants are: [F:1][C:2]([F:13])([F:12])[C:3]1[CH:8]=[N:7][N:6]2[CH:9]=[CH:10][N:11]=[C:5]2[N:4]=1.C([O-])(=O)C.[Na+].[Br:19]Br. (3) Given the product [NH:26]1[C:34]2[C:29](=[CH:30][C:31]([NH:35][C:2]3[C:11]4=[N:12][NH:13][CH:14]=[C:10]4[C:9]4[CH:8]=[C:7]([O:24][CH3:25])[CH:6]=[CH:5][C:4]=4[N:3]=3)=[CH:32][CH:33]=2)[CH:28]=[N:27]1, predict the reactants needed to synthesize it. The reactants are: Cl[C:2]1[C:11]2=[N:12][N:13](CC3C=CC(OC)=CC=3)[CH:14]=[C:10]2[C:9]2[CH:8]=[C:7]([O:24][CH3:25])[CH:6]=[CH:5][C:4]=2[N:3]=1.[NH:26]1[C:34]2[C:29](=[CH:30][C:31]([NH2:35])=[CH:32][CH:33]=2)[CH:28]=[N:27]1.Cl.